This data is from Full USPTO retrosynthesis dataset with 1.9M reactions from patents (1976-2016). The task is: Predict the reactants needed to synthesize the given product. (1) Given the product [Br:1][C:2]1[CH:3]=[C:4]2[C:9](=[CH:10][C:11]=1[O:12][CH3:13])[C:8]([C:20]#[N:21])=[N:7][C:6]([CH3:15])=[CH:5]2, predict the reactants needed to synthesize it. The reactants are: [Br:1][C:2]1[CH:3]=[C:4]2[C:9](=[CH:10][C:11]=1[O:12][CH3:13])[CH:8]=[N+:7]([O-])[C:6]([CH3:15])=[CH:5]2.C[Si]([C:20]#[N:21])(C)C.CN(C)C(Cl)=O. (2) Given the product [Cl:1][C:2]1[CH:7]=[CH:6][C:5]([C:8]2[CH:12]=[C:11]([CH3:13])[N:10]([CH2:14][C:15](=[O:17])[N:33]3[CH2:34][CH2:39][CH2:38][CH2:37]3)[N:9]=2)=[CH:4][C:3]=1[C:18]([NH:19][CH2:20][C:21]1([OH:28])[CH2:27][CH2:26][CH2:25][CH2:24][CH2:23][CH2:22]1)=[O:29], predict the reactants needed to synthesize it. The reactants are: [Cl:1][C:2]1[CH:7]=[CH:6][C:5]([C:8]2[CH:12]=[C:11]([CH3:13])[N:10]([CH2:14][C:15]([OH:17])=O)[N:9]=2)=[CH:4][C:3]=1[C:18](=[O:29])[NH:19][CH2:20][C:21]1([OH:28])[CH2:27][CH2:26][CH2:25][CH2:24][CH2:23][CH2:22]1.ON1C2C=[CH:37][CH:38]=[CH:39][C:34]=2[N:33]=N1.N1CCCC1.CN(C1C=CC=CN=1)C.CC[NH+](CC)CC.CC[NH+](CC)CC.C([O-])([O-])=O. (3) Given the product [Cl:1][C:2]1[CH:8]=[CH:7][C:6]([N+:9]([O-:11])=[O:10])=[CH:5][C:3]=1[NH:4][CH:13]1[CH2:18][CH2:17][N:16]([C:19]([O:21][C:22]([CH3:25])([CH3:24])[CH3:23])=[O:20])[CH2:15][CH2:14]1, predict the reactants needed to synthesize it. The reactants are: [Cl:1][C:2]1[CH:8]=[CH:7][C:6]([N+:9]([O-:11])=[O:10])=[CH:5][C:3]=1[NH2:4].O=[C:13]1[CH2:18][CH2:17][N:16]([C:19]([O:21][C:22]([CH3:25])([CH3:24])[CH3:23])=[O:20])[CH2:15][CH2:14]1.C(O)(=O)C.C(O[BH-](OC(=O)C)OC(=O)C)(=O)C.[Na+]. (4) Given the product [CH2:35]([O:34][C:32](=[O:33])[N:13]([C@H:12]1[C@H:8]([C:5]2[CH:4]=[CH:3][C:2]([Cl:1])=[CH:7][CH:6]=2)[CH2:9][N:10]([C:15]([CH:17]2[CH2:22][CH2:21][N:20]([C:23]3[CH:28]=[CH:27][C:26]([C:29]#[N:30])=[CH:25][N:24]=3)[CH2:19][CH2:18]2)=[O:16])[CH2:11]1)[CH3:14])[CH2:36][CH3:37], predict the reactants needed to synthesize it. The reactants are: [Cl:1][C:2]1[CH:7]=[CH:6][C:5]([C@H:8]2[C@H:12]([NH:13][CH3:14])[CH2:11][N:10]([C:15]([CH:17]3[CH2:22][CH2:21][N:20]([C:23]4[CH:28]=[CH:27][C:26]([C:29]#[N:30])=[CH:25][N:24]=4)[CH2:19][CH2:18]3)=[O:16])[CH2:9]2)=[CH:4][CH:3]=1.Cl[C:32]([O:34][CH2:35][CH2:36][CH3:37])=[O:33]. (5) Given the product [Cl:1][C:2]1[CH:7]=[CH:6][CH:5]=[C:4]([CH:8]([C:10]2[N:15]=[C:14]([Cl:16])[CH:13]=[C:12]([O:17][CH3:18])[N:11]=2)[OH:9])[C:3]=1[NH:19][S:20]([CH:23]([F:24])[F:25])(=[O:22])=[O:21], predict the reactants needed to synthesize it. The reactants are: [Cl:1][C:2]1[CH:7]=[CH:6][CH:5]=[C:4]([C:8]([C:10]2[N:15]=[C:14]([Cl:16])[CH:13]=[C:12]([O:17][CH3:18])[N:11]=2)=[O:9])[C:3]=1[NH:19][S:20]([CH:23]([F:25])[F:24])(=[O:22])=[O:21].[BH4-].[Na+].C(OCC)(=O)C.Cl.